Task: Predict the product of the given reaction.. Dataset: Forward reaction prediction with 1.9M reactions from USPTO patents (1976-2016) (1) The product is: [ClH:43].[OH:40][NH:39][C:49](=[O:48])/[CH:50]=[CH:51]/[C:52]1[CH:47]=[CH:24][C:19](/[CH:18]=[CH:17]/[C:16]([C:13]2[CH:14]=[CH:15][C:10]([CH2:9][CH:6]3[CH2:7][CH2:8][N:3]([CH3:2])[CH2:4][CH2:5]3)=[CH:11][CH:12]=2)=[O:30])=[CH:20][CH:21]=1. Given the reactants Cl.[CH3:2][N:3]1[CH2:8][CH2:7][CH:6]([CH2:9][C:10]2[CH:15]=[CH:14][C:13]([C:16](=[O:30])/[CH:17]=[CH:18]/[C:19]3[CH:24]=CC(/C=C/C(O)=O)=[CH:21][CH:20]=3)=[CH:12][CH:11]=2)[CH2:5][CH2:4]1.C1C=CC2[N:39]([OH:40])N=NC=2C=1.C(Cl)C[Cl:43].NO[CH:47]1[CH2:52][CH2:51][CH2:50][CH2:49][O:48]1, predict the reaction product. (2) Given the reactants ClC(N(C)C)=C(C)C.[CH3:9][N:10]([CH3:37])[C:11]([C:13]1[N:14]=[CH:15][C:16]([O:19][C:20]2[CH:21]=[C:22]([CH:26]=[C:27]([O:29][C@H:30]3[CH2:34][CH2:33][N:32]([CH3:35])[C:31]3=[O:36])[CH:28]=2)[C:23](O)=[O:24])=[N:17][CH:18]=1)=[O:12].[CH3:38][C:39]1[N:43]=[C:42]([NH2:44])[S:41][N:40]=1.N1C=CC=CC=1, predict the reaction product. The product is: [CH3:37][N:10]([CH3:9])[C:11]([C:13]1[CH:18]=[N:17][C:16]([O:19][C:20]2[CH:21]=[C:22]([C:23](=[O:24])[NH:44][C:42]3[S:41][N:40]=[C:39]([CH3:38])[N:43]=3)[CH:26]=[C:27]([O:29][C@H:30]3[CH2:34][CH2:33][N:32]([CH3:35])[C:31]3=[O:36])[CH:28]=2)=[CH:15][N:14]=1)=[O:12]. (3) Given the reactants [Br:1][C:2]1[CH:7]=[CH:6][C:5]([CH2:8][C:9](=O)[CH3:10])=[CH:4][CH:3]=1.[C:12]([O:20][CH2:21][CH3:22])(=[O:19])[CH2:13][C:14]([O:16][CH2:17][CH3:18])=[O:15].N1C=CC=CC=1, predict the reaction product. The product is: [Br:1][C:2]1[CH:7]=[CH:6][C:5]([CH2:8][C:9](=[C:13]([C:14]([O:16][CH2:17][CH3:18])=[O:15])[C:12]([O:20][CH2:21][CH3:22])=[O:19])[CH3:10])=[CH:4][CH:3]=1. (4) Given the reactants [Cl:1][C:2]1[C:3]([CH3:29])=[C:4]([C:10]2[CH:14]=[CH:13][N:12]([CH2:15][C@@H:16]([NH:18][C:19]([C:21]3[N:22]=[C:23]([C:26]([OH:28])=O)[S:24][CH:25]=3)=[O:20])[CH3:17])[N:11]=2)[CH:5]=[CH:6][C:7]=1[C:8]#[N:9].Cl.[CH3:31][NH:32][CH3:33], predict the reaction product. The product is: [Cl:1][C:2]1[C:3]([CH3:29])=[C:4]([C:10]2[CH:14]=[CH:13][N:12]([CH2:15][C@@H:16]([NH:18][C:19]([C:21]3[N:22]=[C:23]([C:26]([N:32]([CH3:33])[CH3:31])=[O:28])[S:24][CH:25]=3)=[O:20])[CH3:17])[N:11]=2)[CH:5]=[CH:6][C:7]=1[C:8]#[N:9]. (5) The product is: [CH3:32][C:33]1([CH3:41])[O:37][C@@H:36]([CH2:38][CH2:39][NH:40][C:28]([CH:9]2[CH:8]([C:4]3[CH:5]=[CH:6][CH:7]=[C:2]([Cl:1])[C:3]=3[F:31])[C:12]([C:15]3[CH:20]=[CH:19][C:18]([Cl:21])=[C:17]([F:22])[CH:16]=3)([C:13]#[N:14])[CH:11]([CH2:23][C:24]([CH3:26])([CH3:27])[CH3:25])[NH:10]2)=[O:30])[CH2:35][O:34]1. Given the reactants [Cl:1][C:2]1[C:3]([F:31])=[C:4]([CH:8]2[C:12]([C:15]3[CH:20]=[CH:19][C:18]([Cl:21])=[C:17]([F:22])[CH:16]=3)([C:13]#[N:14])[CH:11]([CH2:23][C:24]([CH3:27])([CH3:26])[CH3:25])[NH:10][CH:9]2[C:28]([OH:30])=O)[CH:5]=[CH:6][CH:7]=1.[CH3:32][C:33]1([CH3:41])[O:37][C@@H:36]([CH2:38][CH2:39][NH2:40])[CH2:35][O:34]1.CCN(C(C)C)C(C)C, predict the reaction product. (6) Given the reactants [NH2:1][C:2]1[N:7]=[C:6](S(C)(=O)=O)[C:5]([C:12]2[CH:13]=[CH:14][C:15](=[O:21])[N:16]([CH:18]([CH3:20])[CH3:19])[N:17]=2)=[C:4]([C:22]2[CH:27]=[CH:26][CH:25]=[CH:24][CH:23]=2)[N:3]=1.[C:28]1([OH:34])[CH:33]=[CH:32][CH:31]=[CH:30][CH:29]=1, predict the reaction product. The product is: [NH2:1][C:2]1[N:7]=[C:6]([O:34][C:28]2[CH:33]=[CH:32][CH:31]=[CH:30][CH:29]=2)[C:5]([C:12]2[CH:13]=[CH:14][C:15](=[O:21])[N:16]([CH:18]([CH3:20])[CH3:19])[N:17]=2)=[C:4]([C:22]2[CH:27]=[CH:26][CH:25]=[CH:24][CH:23]=2)[N:3]=1.